Dataset: Forward reaction prediction with 1.9M reactions from USPTO patents (1976-2016). Task: Predict the product of the given reaction. (1) The product is: [C:1]([O:5][CH2:6][CH:7]1[O:9][CH2:8]1)(=[O:4])[CH:2]=[CH2:3].[C:10]([O:15][CH2:16][CH2:17][OH:18])(=[O:14])[C:11]([CH3:13])=[CH2:12].[C:19]([O:22][C:23]1[CH:30]=[CH:29][C:26]([CH:27]=[CH2:28])=[CH:25][CH:24]=1)(=[O:21])[CH3:20]. Given the reactants [C:1]([O:5][CH2:6][CH:7]1[O:9][CH2:8]1)(=[O:4])[CH:2]=[CH2:3].[C:10]([O:15][CH2:16][CH2:17][OH:18])(=[O:14])[C:11]([CH3:13])=[CH2:12].[C:19]([O:22][C:23]1[CH:30]=[CH:29][C:26]([CH:27]=[CH2:28])=[CH:25][CH:24]=1)(=[O:21])[CH3:20].N(C(C)(CC)C([O-])=O)=NC(C)(CC)C([O-])=O, predict the reaction product. (2) Given the reactants [N:1]([CH:4]1[CH2:23][N:8]2[C:9]3[C:14]([C:15]([CH2:16][C:17]([O:19]CCC)=[O:18])=[C:7]2[CH2:6][CH2:5]1)=[CH:13][CH:12]=[CH:11][CH:10]=3)=[N+:2]=[N-:3].[C:24]1([C:30]([OH:34])([C:32]#[CH:33])[CH3:31])[CH:29]=[CH:28][CH:27]=[CH:26][CH:25]=1, predict the reaction product. The product is: [OH:34][C:30]([C:32]1[N:3]=[N:2][N:1]([CH:4]2[CH2:23][N:8]3[C:9]4[C:14]([C:15]([CH2:16][C:17]([OH:19])=[O:18])=[C:7]3[CH2:6][CH2:5]2)=[CH:13][CH:12]=[CH:11][CH:10]=4)[CH:33]=1)([C:24]1[CH:29]=[CH:28][CH:27]=[CH:26][CH:25]=1)[CH3:31]. (3) Given the reactants Cl.[NH:2]1[CH2:5][CH2:4][C@H:3]1[C:6]1[N:11]([CH2:12][CH:13]([F:15])[F:14])[C:10](=[O:16])[C:9]2=[C:17]([Cl:20])[CH:18]=[CH:19][N:8]2[N:7]=1.Cl[C:22]1[C:23]2[C:30]([C:31]#[N:32])=[CH:29][NH:28][C:24]=2[N:25]=[CH:26][N:27]=1, predict the reaction product. The product is: [Cl:20][C:17]1[CH:18]=[CH:19][N:8]2[C:9]=1[C:10](=[O:16])[N:11]([CH2:12][CH:13]([F:15])[F:14])[C:6]([C@@H:3]1[CH2:4][CH2:5][N:2]1[C:22]1[C:23]3[C:30]([C:31]#[N:32])=[CH:29][NH:28][C:24]=3[N:25]=[CH:26][N:27]=1)=[N:7]2. (4) Given the reactants [ClH:1].[N:2]1[CH:7]=[C:6]([C:8]2[CH:9]=[CH:10][CH:11]=[C:12]3[C:17]=2[C:16](=[O:18])[N:15]([CH:19]2[CH2:21][CH:20]2[C:22]2[CH:31]=[CH:30][C:29]4[C:24](=[CH:25][CH:26]=[CH:27][CH:28]=4)[N:23]=2)[CH:14]=[CH:13]3)[CH:5]=[N:4][CH:3]=1.C(=O)([O-])O.[Na+], predict the reaction product. The product is: [Cl:1][C:13]1[C:12]2[C:17](=[C:8]([C:6]3[CH:5]=[N:4][CH:3]=[N:2][CH:7]=3)[CH:9]=[CH:10][CH:11]=2)[C:16](=[O:18])[N:15]([CH:19]2[CH2:21][CH:20]2[C:22]2[CH:31]=[CH:30][C:29]3[C:24](=[CH:25][CH:26]=[CH:27][CH:28]=3)[N:23]=2)[CH:14]=1. (5) Given the reactants [OH:1][CH2:2][C@@H:3]([N:11](C(OCC1C=CC=CC=1)=O)[NH:12]C(OCC1C=CC=CC=1)=O)[CH2:4][CH:5]1[CH2:10][CH2:9][O:8][CH2:7][CH2:6]1, predict the reaction product. The product is: [NH:11]([CH:3]([CH2:4][CH:5]1[CH2:6][CH2:7][O:8][CH2:9][CH2:10]1)[CH2:2][OH:1])[NH2:12]. (6) Given the reactants [CH3:1][O:2][C:3]1[CH:4]=[C:5]2[C:10](=[CH:11][C:12]=1[O:13][CH3:14])[NH:9][C:8](=[O:15])[CH:7]([C:16]([OH:18])=O)[CH2:6]2.CN(C(ON1N=NC2C=CC=NC1=2)=[N+](C)C)C.F[P-](F)(F)(F)(F)F.C(N(CC)CC)C.[NH2:50][C:51]1[CH:52]=[C:53]([CH:64]=[CH:65][C:66]=1[CH3:67])[C:54]([NH:56][CH2:57][C:58]1[CH:63]=[CH:62][CH:61]=[CH:60][CH:59]=1)=[O:55], predict the reaction product. The product is: [CH2:57]([NH:56][C:54]([C:53]1[CH:64]=[CH:65][C:66]([CH3:67])=[C:51]([NH:50][C:16]([CH:7]2[CH2:6][C:5]3[C:10](=[CH:11][C:12]([O:13][CH3:14])=[C:3]([O:2][CH3:1])[CH:4]=3)[NH:9][C:8]2=[O:15])=[O:18])[CH:52]=1)=[O:55])[C:58]1[CH:59]=[CH:60][CH:61]=[CH:62][CH:63]=1. (7) Given the reactants CCN(CC)CC.[CH2:8]([NH2:15])[C:9]1[CH:14]=[CH:13][CH:12]=[CH:11][CH:10]=1.[CH3:16][CH:17]1[C:26](=O)[CH2:25][CH2:24][C:19]2([O:23][CH2:22][CH2:21][O:20]2)[CH2:18]1.CC(OC)(C)C, predict the reaction product. The product is: [CH3:16][CH:17]1[C:26](=[N:15][CH2:8][C:9]2[CH:14]=[CH:13][CH:12]=[CH:11][CH:10]=2)[CH2:25][CH2:24][C:19]2([O:20][CH2:21][CH2:22][O:23]2)[CH2:18]1. (8) Given the reactants [OH:1][C:2]12[CH2:8][N:5]([CH2:6][CH2:7]1)[CH2:4][CH2:3]2.[Li+].CC([N-]C(C)C)C.[CH2:17]([N:24]([C:28]1[CH:33]=[CH:32][CH:31]=[CH:30][CH:29]=1)[C:25](Cl)=[O:26])[C:18]1[CH:23]=[CH:22][CH:21]=[CH:20][CH:19]=1, predict the reaction product. The product is: [N:5]12[CH2:8][C:2]([O:1][C:25](=[O:26])[N:24]([CH2:17][C:18]3[CH:23]=[CH:22][CH:21]=[CH:20][CH:19]=3)[C:28]3[CH:33]=[CH:32][CH:31]=[CH:30][CH:29]=3)([CH2:7][CH2:6]1)[CH2:3][CH2:4]2.